This data is from Peptide-MHC class I binding affinity with 185,985 pairs from IEDB/IMGT. The task is: Regression. Given a peptide amino acid sequence and an MHC pseudo amino acid sequence, predict their binding affinity value. This is MHC class I binding data. (1) The peptide sequence is AEQASQDVKNW. The MHC is HLA-B57:01 with pseudo-sequence HLA-B57:01. The binding affinity (normalized) is 0.231. (2) The peptide sequence is GVLEEQGSFY. The MHC is HLA-A32:01 with pseudo-sequence HLA-A32:01. The binding affinity (normalized) is 0.